The task is: Regression. Given a peptide amino acid sequence and an MHC pseudo amino acid sequence, predict their binding affinity value. This is MHC class II binding data.. This data is from Peptide-MHC class II binding affinity with 134,281 pairs from IEDB. (1) The peptide sequence is QTSRLLMRRMRRPTG. The MHC is DRB1_0901 with pseudo-sequence DRB1_0901. The binding affinity (normalized) is 0.501. (2) The peptide sequence is SFSCIAIGIITLYLG. The MHC is DRB5_0101 with pseudo-sequence DRB5_0101. The binding affinity (normalized) is 0.200. (3) The peptide sequence is ISNMLSIINKRKKTS. The MHC is DRB1_1101 with pseudo-sequence DRB1_1101. The binding affinity (normalized) is 0.822.